This data is from Forward reaction prediction with 1.9M reactions from USPTO patents (1976-2016). The task is: Predict the product of the given reaction. (1) Given the reactants [C:1]([O:5][C:6]([N:8]1[CH2:13][CH2:12][C:11](=[CH:14][S:15](=[O:34])(=[O:33])[NH:16][C:17](=[O:32])[C:18]2[CH:23]=[C:22]([C:24]([F:27])([F:26])[F:25])[CH:21]=[C:20]([C:28]([F:31])([F:30])[F:29])[CH:19]=2)[CH2:10][CH2:9]1)=[O:7])([CH3:4])([CH3:3])[CH3:2], predict the reaction product. The product is: [C:1]([O:5][C:6]([N:8]1[CH2:13][CH2:12][CH:11]([CH2:14][S:15](=[O:33])(=[O:34])[NH:16][C:17](=[O:32])[C:18]2[CH:23]=[C:22]([C:24]([F:25])([F:26])[F:27])[CH:21]=[C:20]([C:28]([F:29])([F:30])[F:31])[CH:19]=2)[CH2:10][CH2:9]1)=[O:7])([CH3:4])([CH3:2])[CH3:3]. (2) Given the reactants [F:1][C:2]1[CH:7]=[CH:6][C:5]([CH2:8][C:9]#[N:10])=[CH:4][CH:3]=1.Br[CH2:12][CH2:13][CH2:14]Br.[H-].[Na+].CC(O)C, predict the reaction product. The product is: [F:1][C:2]1[CH:7]=[CH:6][C:5]([C:8]2([C:9]#[N:10])[CH2:14][CH2:13][CH2:12]2)=[CH:4][CH:3]=1. (3) Given the reactants [OH:1][NH:2][C:3]([C:5]1[CH:10]=[CH:9][C:8]([C:11]([F:14])([F:13])[F:12])=[CH:7][N:6]=1)=[NH:4].[OH:15][C:16]1[CH:25]=[CH:24][C:23]2[C:18](=[CH:19][CH:20]=[CH:21][CH:22]=2)[C:17]=1[C:26](O)=O, predict the reaction product. The product is: [F:14][C:11]([F:12])([F:13])[C:8]1[CH:9]=[CH:10][C:5]([C:3]2[N:4]=[C:26]([C:17]3[C:18]4[C:23](=[CH:22][CH:21]=[CH:20][CH:19]=4)[CH:24]=[CH:25][C:16]=3[OH:15])[O:1][N:2]=2)=[N:6][CH:7]=1.